This data is from NCI-60 drug combinations with 297,098 pairs across 59 cell lines. The task is: Regression. Given two drug SMILES strings and cell line genomic features, predict the synergy score measuring deviation from expected non-interaction effect. (1) Cell line: HS 578T. Drug 1: CS(=O)(=O)CCNCC1=CC=C(O1)C2=CC3=C(C=C2)N=CN=C3NC4=CC(=C(C=C4)OCC5=CC(=CC=C5)F)Cl. Drug 2: CCC1(C2=C(COC1=O)C(=O)N3CC4=CC5=C(C=CC(=C5CN(C)C)O)N=C4C3=C2)O.Cl. Synergy scores: CSS=11.9, Synergy_ZIP=-6.33, Synergy_Bliss=-6.08, Synergy_Loewe=-9.98, Synergy_HSA=-3.77. (2) Drug 1: C1=CC(=CC=C1CCC2=CNC3=C2C(=O)NC(=N3)N)C(=O)NC(CCC(=O)O)C(=O)O. Drug 2: C1=CN(C=N1)CC(O)(P(=O)(O)O)P(=O)(O)O. Cell line: NCI-H460. Synergy scores: CSS=16.2, Synergy_ZIP=-1.42, Synergy_Bliss=-7.51, Synergy_Loewe=-30.0, Synergy_HSA=-8.30.